From a dataset of Catalyst prediction with 721,799 reactions and 888 catalyst types from USPTO. Predict which catalyst facilitates the given reaction. Product: [CH3:1][O:2][C:3]1[CH:31]=[C:30]([O:32][CH3:33])[CH:29]=[CH:28][C:4]=1[CH2:5][N:6]1[C:15]2[C:10](=[CH:11][CH:12]=[C:13]([N:16]3[CH2:19][CH2:18][C@H:17]3[CH2:20][OH:21])[N:14]=2)[C:9](=[O:22])[C:8]([C:23]([OH:25])=[O:24])=[CH:7]1. Reactant: [CH3:1][O:2][C:3]1[CH:31]=[C:30]([O:32][CH3:33])[CH:29]=[CH:28][C:4]=1[CH2:5][N:6]1[C:15]2[C:10](=[CH:11][CH:12]=[C:13]([N:16]3[CH2:19][CH2:18][C@H:17]3[CH2:20][OH:21])[N:14]=2)[C:9](=[O:22])[C:8]([C:23]([O:25]CC)=[O:24])=[CH:7]1.[OH-].[Li+].Cl.O. The catalyst class is: 8.